This data is from Forward reaction prediction with 1.9M reactions from USPTO patents (1976-2016). The task is: Predict the product of the given reaction. (1) Given the reactants Cl[C:2]1[CH:7]=[CH:6][C:5]([N+:8]([O-:10])=[O:9])=[CH:4][N:3]=1.[NH:11]1[CH2:15][CH2:14][C@@H:13]([OH:16])[CH2:12]1.C(=O)([O-])[O-].[K+].[K+].O1CCOCCOCCOCCOCCOCC1, predict the reaction product. The product is: [N+:8]([C:5]1[CH:6]=[CH:7][C:2]([N:11]2[CH2:15][CH2:14][C@@H:13]([OH:16])[CH2:12]2)=[N:3][CH:4]=1)([O-:10])=[O:9]. (2) The product is: [CH3:21][O:22][C:23]([C:25]1[CH:32]=[CH:31][C:28]([CH:29]([C:10]2[CH:9]=[CH:8][N:7]=[CH:6][C:5]=2[O:4][CH2:3][O:2][CH3:1])[OH:30])=[CH:27][CH:26]=1)=[O:24]. Given the reactants [CH3:1][O:2][CH2:3][O:4][C:5]1[CH:6]=[N:7][CH:8]=[CH:9][CH:10]=1.CCCCC.C([Li])(C)(C)C.[CH3:21][O:22][C:23]([C:25]1[CH:32]=[CH:31][C:28]([CH:29]=[O:30])=[CH:27][CH:26]=1)=[O:24].[Cl-].[NH4+], predict the reaction product. (3) Given the reactants [NH2:1][C:2]1[CH:29]=[CH:28][C:5]([C:6]([N:8]2[CH2:13][CH2:12][N:11]([CH2:14][C:15]3[CH:16]=[C:17]([CH:25]=[CH:26][CH:27]=3)[C:18]([NH:20][C:21]([CH3:24])([CH3:23])[CH3:22])=[O:19])[CH2:10][CH2:9]2)=[O:7])=[CH:4][C:3]=1[F:30].[F:31][C:32]1[CH:37]=[CH:36][CH:35]=[CH:34][C:33]=1[N:38]=[C:39]=[O:40], predict the reaction product. The product is: [C:21]([NH:20][C:18](=[O:19])[C:17]1[CH:25]=[CH:26][CH:27]=[C:15]([CH2:14][N:11]2[CH2:12][CH2:13][N:8]([C:6](=[O:7])[C:5]3[CH:28]=[CH:29][C:2]([NH:1][C:39]([NH:38][C:33]4[CH:34]=[CH:35][CH:36]=[CH:37][C:32]=4[F:31])=[O:40])=[C:3]([F:30])[CH:4]=3)[CH2:9][CH2:10]2)[CH:16]=1)([CH3:24])([CH3:23])[CH3:22]. (4) The product is: [NH2:1][C:2]1[C:7]([O:8][C:9]2[CH:14]=[CH:13][C:12]([F:15])=[CH:11][C:10]=2[F:16])=[CH:6][C:5]([CH:18]2[CH2:20][CH2:19]2)=[CH:4][N:3]=1. Given the reactants [NH2:1][C:2]1[C:7]([O:8][C:9]2[CH:14]=[CH:13][C:12]([F:15])=[CH:11][C:10]=2[F:16])=[CH:6][C:5](Br)=[CH:4][N:3]=1.[CH:18]1(OB(O)O)[CH2:20][CH2:19]1.C(=O)([O-])[O-].[Na+].[Na+].[Cl-].[NH4+], predict the reaction product.